The task is: Predict which catalyst facilitates the given reaction.. This data is from Catalyst prediction with 721,799 reactions and 888 catalyst types from USPTO. (1) Reactant: [C:1]([O:4][CH2:5][C:6]([CH3:36])([CH3:35])[CH2:7][N:8]1[C:14]2[CH:15]=[CH:16][C:17]([Cl:19])=[CH:18][C:13]=2[C@@H:12]([C:20]2[CH:25]=[CH:24][CH:23]=[C:22]([O:26][CH3:27])[C:21]=2[O:28][CH3:29])[O:11][C@H:10]([CH2:30][C:31](O)=[O:32])[C:9]1=[O:34])(=[O:3])[CH3:2].C([N:39]([CH2:42][CH3:43])CC)C.Cl[C:45](OCC(C)C)=[O:46].Cl.N[C:54]1[CH:55]=[C:56]([CH2:62][C:63]([O:65][CH3:66])=[O:64])[CH:57]=[CH:58][C:59]=1OC.N1C=CC=CC=1.Cl. Product: [C:1]([O:4][CH2:5][C:6]([CH3:36])([CH3:35])[CH2:7][N:8]1[C:14]2[CH:15]=[CH:16][C:17]([Cl:19])=[CH:18][C:13]=2[C@@H:12]([C:20]2[CH:25]=[CH:24][CH:23]=[C:22]([O:26][CH3:27])[C:21]=2[O:28][CH3:29])[O:11][C@H:10]([CH2:30][C:31]([NH:39][C:42]2[CH:43]=[C:58]([CH2:57][CH2:56][CH2:62][C:63]([O:65][CH3:66])=[O:64])[CH:59]=[CH:54][C:55]=2[O:46][CH3:45])=[O:32])[C:9]1=[O:34])(=[O:3])[CH3:2]. The catalyst class is: 288. (2) Reactant: [OH:1][C:2]1[C:6]([OH:7])=[C:5]([C:8]([N:10]([CH3:12])[CH3:11])=[O:9])[N:4]([C:13]2[CH:18]=[CH:17][C:16]([O:19][CH3:20])=[CH:15][CH:14]=2)[C:3]=1[C:21]([N:23]([CH3:25])[CH3:24])=[O:22].[C:26]([O:30][P:31]([O:38][CH2:39][C:40]1[CH:41]=[C:42]([CH:46]=[CH:47][CH:48]=1)[C:43](O)=[O:44])([O:33][C:34]([CH3:37])([CH3:36])[CH3:35])=[O:32])([CH3:29])([CH3:28])[CH3:27].C(N=C=N[CH2:54][CH2:55][CH2:56]N(C)C)C.[C:60](=[O:63])([O-])[O-].[NH4+].[NH4+].[CH2:66]1[CH2:70][O:69][CH2:68][CH2:67]1. Product: [C:26]([O:30][P:31]([O:69][CH2:68][C:67]1[CH:66]=[C:70]([CH:56]=[CH:55][CH:54]=1)[C:60]([O:1][C:2]1[C:6]([O:7][C:43](=[O:44])[C:42]2[CH:46]=[CH:47][CH:48]=[C:40]([CH2:39][O:38][P:31]([O:33][C:34]([CH3:36])([CH3:35])[CH3:37])([O:30][C:26]([CH3:28])([CH3:27])[CH3:29])=[O:32])[CH:41]=2)=[C:5]([C:8](=[O:9])[N:10]([CH3:11])[CH3:12])[N:4]([C:13]2[CH:18]=[CH:17][C:16]([O:19][CH3:20])=[CH:15][CH:14]=2)[C:3]=1[C:21](=[O:22])[N:23]([CH3:24])[CH3:25])=[O:63])([O:33][C:34]([CH3:37])([CH3:36])[CH3:35])=[O:32])([CH3:29])([CH3:28])[CH3:27]. The catalyst class is: 277. (3) Reactant: [Br:1][C:2]1[C:10]2[O:11][CH2:12][CH2:13][C:9]=2[C:8]2[C:7]([CH2:14][C:15]([NH2:17])=[O:16])=[CH:6][CH2:5][C:4]=2[C:3]=1[Br:18].[H][H]. Product: [Br:1][C:2]1[C:10]2[O:11][CH2:12][CH2:13][C:9]=2[C:8]2[C@H:7]([CH2:14][C:15]([NH2:17])=[O:16])[CH2:6][CH2:5][C:4]=2[C:3]=1[Br:18]. The catalyst class is: 8. (4) Reactant: [Si]([O:8][CH2:9][C:10]1[CH:15]=[CH:14][C:13]([C:16]([C:18]2[C:19]([F:37])=[C:20]([C@@H:25]([CH:34]3[CH2:36][CH2:35]3)[NH:26]C(=O)OC(C)(C)C)[CH:21]=[CH:22][C:23]=2[Cl:24])=[O:17])=[CH:12][CH:11]=1)(C(C)(C)C)(C)C.Cl. Product: [ClH:24].[NH2:26][C@H:25]([CH:34]1[CH2:36][CH2:35]1)[C:20]1[C:19]([F:37])=[C:18]([C:16]([C:13]2[CH:14]=[CH:15][C:10]([CH2:9][OH:8])=[CH:11][CH:12]=2)=[O:17])[C:23]([Cl:24])=[CH:22][CH:21]=1. The catalyst class is: 12. (5) Reactant: Br.Br[CH2:3][C:4]1[CH:9]=[CH:8][N:7]=[CH:6][CH:5]=1.[F:10][C:11]1[CH:16]=[CH:15][C:14]([C:17]2[C:18](=[O:28])[C:19]([C:23]([O:25][CH2:26][CH3:27])=[O:24])=[CH:20][NH:21][CH:22]=2)=[CH:13][CH:12]=1.C(=O)([O-])[O-].[Cs+].[Cs+].C(OCC)(=O)C. Product: [F:10][C:11]1[CH:12]=[CH:13][C:14]([C:17]2[C:18](=[O:28])[C:19]([C:23]([O:25][CH2:26][CH3:27])=[O:24])=[CH:20][N:21]([CH2:3][C:4]3[CH:9]=[CH:8][N:7]=[CH:6][CH:5]=3)[CH:22]=2)=[CH:15][CH:16]=1. The catalyst class is: 3.